This data is from Peptide-MHC class II binding affinity with 134,281 pairs from IEDB. The task is: Regression. Given a peptide amino acid sequence and an MHC pseudo amino acid sequence, predict their binding affinity value. This is MHC class II binding data. (1) The MHC is HLA-DPA10103-DPB10401 with pseudo-sequence HLA-DPA10103-DPB10401. The peptide sequence is TMASYQAVSTAAVAA. The binding affinity (normalized) is 0.105. (2) The binding affinity (normalized) is 0.370. The peptide sequence is TFAATHNPWASQPG. The MHC is DRB1_0405 with pseudo-sequence DRB1_0405. (3) The binding affinity (normalized) is 0.626. The peptide sequence is LEHEMWRSRADEINA. The MHC is DRB1_0901 with pseudo-sequence DRB1_0901. (4) The peptide sequence is AFILDGDNLRPKV. The MHC is DRB1_0401 with pseudo-sequence DRB1_0401. The binding affinity (normalized) is 0.610. (5) The peptide sequence is IRALVGDEVELPCRI. The MHC is DRB4_0101 with pseudo-sequence DRB4_0103. The binding affinity (normalized) is 0.808. (6) The peptide sequence is AFKMAATAANAAPAN. The MHC is DRB1_0701 with pseudo-sequence DRB1_0701. The binding affinity (normalized) is 0.646.